This data is from Catalyst prediction with 721,799 reactions and 888 catalyst types from USPTO. The task is: Predict which catalyst facilitates the given reaction. (1) Reactant: [Br:1][C:2]1[CH:3]=[C:4]2[C:9](=[CH:10][CH:11]=1)[N:8]=[C:7]([C:12]1[CH:17]=[CH:16][CH:15]=[CH:14][CH:13]=1)[C:6]([CH2:18][CH2:19][CH2:20][CH2:21][C:22]([OH:24])=[O:23])=[CH:5]2.C(OC(C(F)(F)F)=O)(C(F)(F)F)=O.[CH3:38][C:39](O)([CH3:41])[CH3:40]. Product: [Br:1][C:2]1[CH:3]=[C:4]2[C:9](=[CH:10][CH:11]=1)[N:8]=[C:7]([C:12]1[CH:17]=[CH:16][CH:15]=[CH:14][CH:13]=1)[C:6]([CH2:18][CH2:19][CH2:20][CH2:21][C:22]([O:24][C:39]([CH3:41])([CH3:40])[CH3:38])=[O:23])=[CH:5]2. The catalyst class is: 754. (2) Reactant: [CH3:1]/[C:2](/[O:8][Si](C)(C)C)=N\[Si](C)(C)C.N1C=[CH:19][C:17](=[O:18])NC1=O.[Si](OS(C(F)(F)F)(=O)=O)(C)(C)C.CO.CC[O:37][C:38]([CH3:40])=[O:39]. Product: [CH3:1][C:2]([CH2:19][C:17]([CH2:40][C:38]([OH:37])=[O:39])=[O:18])=[O:8]. The catalyst class is: 47. (3) Reactant: [CH3:1][C:2]1([CH3:20])[O:6][CH:5]([CH2:7][C:8]2[C:13]([O:14][CH3:15])=[CH:12][CH:11]=[CH:10][C:9]=2[CH2:16][CH2:17][CH2:18][OH:19])[CH2:4][O:3]1.C(N(CC)CC)C.[CH3:28][S:29](Cl)(=[O:31])=[O:30].O. Product: [CH3:28][S:29]([O:19][CH2:18][CH2:17][CH2:16][C:9]1[CH:10]=[CH:11][CH:12]=[C:13]([O:14][CH3:15])[C:8]=1[CH2:7][CH:5]1[CH2:4][O:3][C:2]([CH3:20])([CH3:1])[O:6]1)(=[O:31])=[O:30]. The catalyst class is: 7. (4) Reactant: [CH3:1][C:2]1([CH3:10])[C:6](=O)[CH2:5][C:4]([CH3:9])([CH3:8])[O:3]1.Cl.[CH:12]1([CH2:16][NH2:17])[CH2:15][CH2:14][CH2:13]1.[S-:18][C:19]#[N:20].[K+].II. Product: [CH:12]1([CH2:16][N:17]2[C:5]3[C:4]([CH3:9])([CH3:8])[O:3][C:2]([CH3:10])([CH3:1])[C:6]=3[S:18][C:19]2=[NH:20])[CH2:15][CH2:14][CH2:13]1. The catalyst class is: 66. (5) Reactant: [C:1]([O:5][C:6]([N:8]1[CH2:13][CH2:12][CH:11]([CH2:14][O:15][C:16]2[N:21]=[CH:20][C:19]([C:22]3[CH:30]=[CH:29][C:25]([C:26](O)=[O:27])=[CH:24][CH:23]=3)=[CH:18][N:17]=2)[CH2:10][CH2:9]1)=[O:7])([CH3:4])([CH3:3])[CH3:2].CCN(CC)CC.[CH3:38][N:39]1[CH2:44][CH2:43][NH:42][CH2:41][CH2:40]1.CN(C(ON1N=NC2C=CC=CC1=2)=[N+](C)C)C.[B-](F)(F)(F)F. Product: [CH3:38][N:39]1[CH2:44][CH2:43][N:42]([C:26]([C:25]2[CH:24]=[CH:23][C:22]([C:19]3[CH:20]=[N:21][C:16]([O:15][CH2:14][CH:11]4[CH2:10][CH2:9][N:8]([C:6]([O:5][C:1]([CH3:3])([CH3:4])[CH3:2])=[O:7])[CH2:13][CH2:12]4)=[N:17][CH:18]=3)=[CH:30][CH:29]=2)=[O:27])[CH2:41][CH2:40]1. The catalyst class is: 3.